Dataset: Forward reaction prediction with 1.9M reactions from USPTO patents (1976-2016). Task: Predict the product of the given reaction. Given the reactants [Cl:1][C:2]1[CH:10]=[CH:9][C:5]([C:6](O)=[O:7])=[CH:4][N:3]=1.C(Cl)(=O)C([Cl:14])=O.CN(C=O)C, predict the reaction product. The product is: [Cl:1][C:2]1[CH:10]=[CH:9][C:5]([C:6]([Cl:14])=[O:7])=[CH:4][N:3]=1.